Regression. Given two drug SMILES strings and cell line genomic features, predict the synergy score measuring deviation from expected non-interaction effect. From a dataset of Merck oncology drug combination screen with 23,052 pairs across 39 cell lines. (1) Drug 1: O=c1[nH]cc(F)c(=O)[nH]1. Drug 2: N#Cc1ccc(Cn2cncc2CN2CCN(c3cccc(Cl)c3)C(=O)C2)cc1. Cell line: KPL1. Synergy scores: synergy=2.50. (2) Drug 1: CN(Cc1cnc2nc(N)nc(N)c2n1)c1ccc(C(=O)NC(CCC(=O)O)C(=O)O)cc1. Drug 2: NC(=O)c1cccc2cn(-c3ccc(C4CCCNC4)cc3)nc12. Cell line: PA1. Synergy scores: synergy=-29.8.